This data is from Forward reaction prediction with 1.9M reactions from USPTO patents (1976-2016). The task is: Predict the product of the given reaction. Given the reactants Cl[S:2]([C:5]1[CH:23]=[CH:22][C:8]2[N:9]([CH2:13][C:14]3[CH:19]=[CH:18][C:17]([Cl:20])=[CH:16][C:15]=3[Cl:21])[C:10]([CH3:12])=[N:11][C:7]=2[CH:6]=1)(=[O:4])=[O:3].ClS(C1C=CC2N=C(C)[N:33](CC3C=CC(Cl)=CC=3Cl)C=2C=1)(=O)=O, predict the reaction product. The product is: [NH2:33][S:2]([C:5]1[CH:23]=[CH:22][C:8]2[N:9]([CH2:13][C:14]3[CH:19]=[CH:18][C:17]([Cl:20])=[CH:16][C:15]=3[Cl:21])[C:10]([CH3:12])=[N:11][C:7]=2[CH:6]=1)(=[O:4])=[O:3].